Dataset: TCR-epitope binding with 47,182 pairs between 192 epitopes and 23,139 TCRs. Task: Binary Classification. Given a T-cell receptor sequence (or CDR3 region) and an epitope sequence, predict whether binding occurs between them. (1) The epitope is LPRRSGAAGA. The TCR CDR3 sequence is CASREGSYNEQFF. Result: 1 (the TCR binds to the epitope). (2) The epitope is MPASWVMRI. The TCR CDR3 sequence is CASSYVTPDYGYTF. Result: 0 (the TCR does not bind to the epitope). (3) The epitope is NQKLIANQF. The TCR CDR3 sequence is CSVEGEREGPISSYNEQFF. Result: 0 (the TCR does not bind to the epitope). (4) The epitope is LLLGIGILV. The TCR CDR3 sequence is CASSQDWAGTGLTEAFF. Result: 0 (the TCR does not bind to the epitope). (5) The epitope is HPKVSSEVHI. The TCR CDR3 sequence is CASRGDSPNLNQPQHF. Result: 0 (the TCR does not bind to the epitope). (6) The epitope is EIYKRWII. The TCR CDR3 sequence is CASSYLGDLDNSPLHF. Result: 0 (the TCR does not bind to the epitope). (7) The epitope is LPAADLDDF. The TCR CDR3 sequence is CASSILGLHEQFF. Result: 0 (the TCR does not bind to the epitope). (8) The epitope is SLYNTVATL. The TCR CDR3 sequence is CASSVGVETGEQYF. Result: 1 (the TCR binds to the epitope).